From a dataset of Full USPTO retrosynthesis dataset with 1.9M reactions from patents (1976-2016). Predict the reactants needed to synthesize the given product. (1) The reactants are: [N:1]1[CH:6]=[CH:5][C:4]([C:7]2[N:11]3[N:12]=[C:13]([NH:16][C@H:17]4[CH2:22][CH2:21][C@H:20](O)[CH2:19][CH2:18]4)[CH:14]=[CH:15][C:10]3=[N:9][CH:8]=2)=[CH:3][CH:2]=1.C(N(S(F)(F)F)CC)C.C([O-])(O)=O.[Na+]. Given the product [CH:17]1([NH:16][C:13]2[CH:14]=[CH:15][C:10]3[N:11]([C:7]([C:4]4[CH:3]=[CH:2][N:1]=[CH:6][CH:5]=4)=[CH:8][N:9]=3)[N:12]=2)[CH2:22][CH2:21][CH:20]=[CH:19][CH2:18]1, predict the reactants needed to synthesize it. (2) Given the product [OH:15][CH2:14][C:13]1[CH:12]=[C:11]([S:8]([NH:7][C:1]2[CH:2]=[CH:3][CH:4]=[CH:5][CH:6]=2)(=[O:10])=[O:9])[CH:19]=[CH:18][CH:17]=1, predict the reactants needed to synthesize it. The reactants are: [C:1]1([NH:7][S:8]([C:11]2[CH:12]=[C:13]([CH:17]=[CH:18][CH:19]=2)[C:14](O)=[O:15])(=[O:10])=[O:9])[CH:6]=[CH:5][CH:4]=[CH:3][CH:2]=1.B.C1COCC1.CO.